From a dataset of Catalyst prediction with 721,799 reactions and 888 catalyst types from USPTO. Predict which catalyst facilitates the given reaction. (1) Reactant: Cl.[CH3:2][N:3]([CH3:12])[CH2:4][CH2:5][CH2:6][N:7]=[C:8]=[N:9][CH2:10]C.O[N:14]1[C:18]2[CH:19]=[CH:20][CH:21]=[CH:22][C:17]=2[N:16]=N1.C([N:26]([CH:29](C)C)CC)(C)C.[CH3:32][O:33][CH2:34][C:35]([OH:37])=O.[C:38](O)([C:40](F)(F)F)=O.C[N:46](C)C=O. Product: [CH3:2][N:3]1[C:4]2=[C:38]3[CH:40]=[C:10]([C:18]4[N:14]=[C:22]([CH2:17][NH:16][C:35](=[O:37])[CH2:34][O:33][CH3:32])[CH:21]=[CH:20][CH:19]=4)[NH:9][C:8]3=[N:7][C:6]([NH:26][CH3:29])=[C:5]2[N:46]=[CH:12]1. The catalyst class is: 72. (2) Reactant: [NH2:1][C@H:2]([C:15]([N:17]1[CH2:22][CH2:21][CH:20]([N:23]2[N:32]=[C:31]([C:33]3[CH:38]=[CH:37][C:36]([O:39][CH3:40])=[C:35]([O:41][CH3:42])[CH:34]=3)[C@@H:30]3[C@@H:25]([CH2:26][CH2:27][CH2:28][CH2:29]3)[C:24]2=[O:43])[CH2:19][CH2:18]1)=[O:16])[CH2:3][CH2:4][C:5]([O:7][CH2:8][C:9]1[CH:14]=[CH:13][CH:12]=[CH:11][CH:10]=1)=[O:6].[CH:44]1([CH2:47][O:48][C:49]2[CH:57]=[CH:56][C:52]3[O:53][CH2:54][O:55][C:51]=3[C:50]=2[C:58]2[C:59]3[NH:66][CH:65]=[C:64]([C:67](O)=[O:68])[C:60]=3[N:61]=[CH:62][N:63]=2)[CH2:46][CH2:45]1.CCOC(C(C#N)=NOC(N1CCOCC1)=[N+](C)C)=O.F[P-](F)(F)(F)(F)F.CCN(C(C)C)C(C)C. Product: [CH:44]1([CH2:47][O:48][C:49]2[CH:57]=[CH:56][C:52]3[O:53][CH2:54][O:55][C:51]=3[C:50]=2[C:58]2[C:59]3[NH:66][CH:65]=[C:64]([C:67]([NH:1][C@H:2]([C:15]([N:17]4[CH2:18][CH2:19][CH:20]([N:23]5[N:32]=[C:31]([C:33]6[CH:38]=[CH:37][C:36]([O:39][CH3:40])=[C:35]([O:41][CH3:42])[CH:34]=6)[C@@H:30]6[C@@H:25]([CH2:26][CH2:27][CH2:28][CH2:29]6)[C:24]5=[O:43])[CH2:21][CH2:22]4)=[O:16])[CH2:3][CH2:4][C:5]([O:7][CH2:8][C:9]4[CH:14]=[CH:13][CH:12]=[CH:11][CH:10]=4)=[O:6])=[O:68])[C:60]=3[N:61]=[CH:62][N:63]=2)[CH2:45][CH2:46]1. The catalyst class is: 2. (3) Reactant: [CH3:1]C1C=CC(S([O-])(=O)=O)=CC=1.C1C=C[NH+]=CC=1.C([O:21][CH2:22][CH2:23][C:24]1([C:30]([O:32][CH2:33][CH:34]=[CH2:35])=[O:31])[CH2:28][CH2:27][CH2:26][C:25]1=[O:29])(=O)C.C(=O)([O-])[O-].[K+].[K+]. Product: [CH3:1][O:29][C:25]12[CH2:26][CH2:27][CH2:28][C:24]1([C:30]([O:32][CH2:33][CH:34]=[CH2:35])=[O:31])[CH2:23][CH2:22][O:21]2. The catalyst class is: 5. (4) The catalyst class is: 1. Reactant: [Li][CH2:2]CCC.[Br:6][C:7]1[C:8]2[C:9]3[CH:31]=[CH:30][S:29][C:10]=3[C:11](=[O:28])[N:12]([CH2:20][O:21][CH2:22][CH2:23][Si:24]([CH3:27])([CH3:26])[CH3:25])[C:13]=2[C:14]([CH3:19])=[CH:15][C:16]=1[O:17][CH3:18].IC. Product: [Br:6][C:7]1[C:8]2[C:9]3[CH:31]=[C:30]([CH3:2])[S:29][C:10]=3[C:11](=[O:28])[N:12]([CH2:20][O:21][CH2:22][CH2:23][Si:24]([CH3:25])([CH3:26])[CH3:27])[C:13]=2[C:14]([CH3:19])=[CH:15][C:16]=1[O:17][CH3:18]. (5) Reactant: [NH2:1][C:2]1[CH:3]=[CH:4][C:5]2[CH2:9][O:8][B:7]([OH:10])[C:6]=2[CH:11]=1.[CH3:12][O:13][C:14]1[CH:19]=[CH:18][C:17]([S:20](Cl)(=[O:22])=[O:21])=[CH:16][C:15]=1[CH3:24]. Product: [OH:10][B:7]1[C:6]2[CH:11]=[C:2]([NH:1][S:20]([C:17]3[CH:18]=[CH:19][C:14]([O:13][CH3:12])=[C:15]([CH3:24])[CH:16]=3)(=[O:22])=[O:21])[CH:3]=[CH:4][C:5]=2[CH2:9][O:8]1. The catalyst class is: 17.